From a dataset of Full USPTO retrosynthesis dataset with 1.9M reactions from patents (1976-2016). Predict the reactants needed to synthesize the given product. (1) Given the product [CH2:10]=[C:11]1[CH2:16][CH2:15][N:14]([C:17]([O:19][C:20]([CH3:23])([CH3:22])[CH3:21])=[O:18])[CH2:13][CH2:12]1.[CH:5]12[BH:9][CH:1]([CH2:8][CH2:7][CH2:6]1)[CH2:2][CH2:3][CH2:4]2, predict the reactants needed to synthesize it. The reactants are: [CH:1]12[B:9]([CH2:10][CH:11]3[CH2:16][CH2:15][N:14]([C:17]([O:19][C:20]([CH3:23])([CH3:22])[CH3:21])=[O:18])[CH2:13][CH2:12]3)[CH:5]([CH2:6][CH2:7][CH2:8]1)[CH2:4][CH2:3][CH2:2]2. (2) Given the product [NH:28]1[C:29]2[C:25](=[CH:24][CH:23]=[C:22]([NH:21][C:4]3[C:5]4[CH:10]=[CH:9][N:8]([S:11]([C:14]5[CH:20]=[CH:19][C:17]([CH3:18])=[CH:16][CH:15]=5)(=[O:13])=[O:12])[C:6]=4[N:7]=[C:2]([NH:31][C:32]4[CH:40]=[CH:39][C:35]([C:36]([NH2:38])=[O:37])=[CH:34][CH:33]=4)[N:3]=3)[CH:30]=2)[CH:26]=[N:27]1, predict the reactants needed to synthesize it. The reactants are: Cl[C:2]1[N:3]=[C:4]([NH:21][C:22]2[CH:30]=[C:29]3[C:25]([CH:26]=[N:27][NH:28]3)=[CH:24][CH:23]=2)[C:5]2[CH:10]=[CH:9][N:8]([S:11]([C:14]3[CH:20]=[CH:19][C:17]([CH3:18])=[CH:16][CH:15]=3)(=[O:13])=[O:12])[C:6]=2[N:7]=1.[NH2:31][C:32]1[CH:40]=[CH:39][C:35]([C:36]([NH2:38])=[O:37])=[CH:34][CH:33]=1.C[Si](Cl)(C)C. (3) The reactants are: [NH2:1][C@H:2]1[CH2:11][CH2:10][C:9]2[C:8]([S:12]([NH:15][C:16]3[CH:21]=[CH:20][CH:19]=[CH:18][CH:17]=3)(=[O:14])=[O:13])=[CH:7][CH:6]=[C:5]([O:22][CH3:23])[C:4]=2[CH2:3]1.Br[CH2:25][CH2:26][CH2:27][CH2:28]Br.CCN(C(C)C)C(C)C.[I-].[K+]. Given the product [CH3:23][O:22][C:5]1[C:4]2[CH2:3][C@@H:2]([N:1]3[CH2:28][CH2:27][CH2:26][CH2:25]3)[CH2:11][CH2:10][C:9]=2[C:8]([S:12]([NH:15][C:16]2[CH:17]=[CH:18][CH:19]=[CH:20][CH:21]=2)(=[O:13])=[O:14])=[CH:7][CH:6]=1, predict the reactants needed to synthesize it. (4) The reactants are: [NH2:1][C:2]1[CH:3]=[CH:4][C:5]([CH3:8])=[N:6][CH:7]=1.[N:9]([O-])=O.[Na+].O.O.[Sn](Cl)Cl.[OH-].[K+]. Given the product [NH:1]([C:2]1[CH:3]=[CH:4][C:5]([CH3:8])=[N:6][CH:7]=1)[NH2:9], predict the reactants needed to synthesize it. (5) Given the product [O:21]=[C:15]1[CH:14]([N:7]2[CH2:6][C:5]3[C:9](=[CH:10][CH:11]=[CH:12][C:4]=3[CH2:3][NH:2][C:33]([NH:32][C:23]3[CH:24]=[CH:25][C:26]4[C:31](=[CH:30][CH:29]=[CH:28][CH:27]=4)[CH:22]=3)=[O:34])[C:8]2=[O:13])[CH2:19][CH2:18][C:17](=[O:20])[NH:16]1, predict the reactants needed to synthesize it. The reactants are: Cl.[NH2:2][CH2:3][C:4]1[CH:12]=[CH:11][CH:10]=[C:9]2[C:5]=1[CH2:6][N:7]([CH:14]1[CH2:19][CH2:18][C:17](=[O:20])[NH:16][C:15]1=[O:21])[C:8]2=[O:13].[CH:22]1[C:31]2[C:26](=[CH:27][CH:28]=[CH:29][CH:30]=2)[CH:25]=[CH:24][C:23]=1[N:32]=[C:33]=[O:34].C(N(CC)CC)C. (6) Given the product [Cl:24][C:11]1[CH:12]=[C:13]2[C:8](=[CH:9][CH:10]=1)[NH:7][C:6]([NH:5][C:3](=[O:4])[CH2:2][N:25]1[CH2:30][CH2:29][O:28][CH2:27][CH2:26]1)=[C:14]2[S:15]([C:18]1[CH:23]=[CH:22][CH:21]=[CH:20][CH:19]=1)(=[O:17])=[O:16], predict the reactants needed to synthesize it. The reactants are: Br[CH2:2][C:3]([NH:5][C:6]1[NH:7][C:8]2[C:13]([C:14]=1[S:15]([C:18]1[CH:23]=[CH:22][CH:21]=[CH:20][CH:19]=1)(=[O:17])=[O:16])=[CH:12][C:11]([Cl:24])=[CH:10][CH:9]=2)=[O:4].[NH:25]1[CH2:30][CH2:29][O:28][CH2:27][CH2:26]1. (7) Given the product [NH2:19][C:10]1[O:11][C@@H:12]2[CH2:16][CH2:15][C:14]([F:17])([F:18])[C@@H:13]2[C@:8]([C:6]2[CH:7]=[C:2]([NH:1][C:30]([C:27]3[CH:26]=[N:25][C:24]([CH2:23][F:22])=[CH:29][N:28]=3)=[O:31])[CH:3]=[CH:4][C:5]=2[F:21])([CH3:20])[N:9]=1, predict the reactants needed to synthesize it. The reactants are: [NH2:1][C:2]1[CH:3]=[CH:4][C:5]([F:21])=[C:6]([C@:8]2([CH3:20])[C@H:13]3[C:14]([F:18])([F:17])[CH2:15][CH2:16][C@H:12]3[O:11][C:10]([NH2:19])=[N:9]2)[CH:7]=1.[F:22][CH2:23][C:24]1[N:25]=[CH:26][C:27]([C:30](O)=[O:31])=[N:28][CH:29]=1. (8) The reactants are: [CH2:1]([C:4]([N:23]=C(C1C=CC=CC=1)C1C=CC=CC=1)([CH2:10][CH2:11][CH2:12][CH2:13][B:14]1[O:18][C:17]([CH3:20])([CH3:19])[C:16]([CH3:22])([CH3:21])[O:15]1)[C:5]([O:7][CH2:8][CH3:9])=[O:6])[CH:2]=[CH2:3].Cl. Given the product [CH2:1]([C:4]([NH2:23])([CH2:10][CH2:11][CH2:12][CH2:13][B:14]1[O:15][C:16]([CH3:22])([CH3:21])[C:17]([CH3:20])([CH3:19])[O:18]1)[C:5]([O:7][CH2:8][CH3:9])=[O:6])[CH:2]=[CH2:3], predict the reactants needed to synthesize it.